Dataset: Forward reaction prediction with 1.9M reactions from USPTO patents (1976-2016). Task: Predict the product of the given reaction. Given the reactants [Br:1][C:2]1[CH:3]=[C:4]([CH2:8][CH2:9][NH2:10])[CH:5]=[CH:6][CH:7]=1.N1C(C)=CC=CC=1C.[F:19][C:20]([F:31])([F:30])[C:21](O[C:21](=[O:22])[C:20]([F:31])([F:30])[F:19])=[O:22].O, predict the reaction product. The product is: [Br:1][C:2]1[CH:3]=[C:4]([CH:5]=[CH:6][CH:7]=1)[CH2:8][CH2:9][NH:10][C:21](=[O:22])[C:20]([F:31])([F:30])[F:19].